From a dataset of Forward reaction prediction with 1.9M reactions from USPTO patents (1976-2016). Predict the product of the given reaction. (1) Given the reactants B(F)(F)F.CC[O:7][CH2:8][CH3:9].[CH:10]([N:23]1[C:31]2[C:26](=[CH:27][C:28]([Cl:32])=[CH:29][CH:30]=2)[CH:25]=[C:24]1[CH2:33][CH2:34][NH:35][S:36]([CH2:39][C:40]1[CH:45]=[CH:44][C:43]([Cl:46])=[C:42]([Cl:47])[CH:41]=1)(=[O:38])=[O:37])([C:17]1[CH:22]=[CH:21][CH:20]=[CH:19][CH:18]=1)[C:11]1[CH:16]=[CH:15][CH:14]=[CH:13][CH:12]=1.C([SiH](CC)CC)C.C(OC(=O)C1[CH:64]=[CH:63][C:62]([CH2:65][CH2:66][CH:67]=O)=[CH:61][CH:60]=1)C.FC(F)(F)C(O)=[O:73].B(F)(F)F.C(=O)(O)[O-].[Na+].[OH-].[Na+].C(O)(=O)C, predict the reaction product. The product is: [CH:10]([N:23]1[C:31]2[C:26](=[CH:27][C:28]([Cl:32])=[CH:29][CH:30]=2)[C:25]([CH2:67][CH2:66][CH2:65][C:62]2[CH:63]=[CH:64][C:9]([C:8]([OH:7])=[O:73])=[CH:60][CH:61]=2)=[C:24]1[CH2:33][CH2:34][NH:35][S:36]([CH2:39][C:40]1[CH:45]=[CH:44][C:43]([Cl:46])=[C:42]([Cl:47])[CH:41]=1)(=[O:37])=[O:38])([C:11]1[CH:16]=[CH:15][CH:14]=[CH:13][CH:12]=1)[C:17]1[CH:18]=[CH:19][CH:20]=[CH:21][CH:22]=1. (2) Given the reactants [OH:1][CH:2]1[CH2:7][CH2:6][NH:5][CH2:4][CH2:3]1.[C:8]1(=O)[CH2:13][CH2:12][C:11](=[O:14])[CH2:10][CH2:9]1, predict the reaction product. The product is: [OH:14][C:11]1[CH:12]=[CH:13][C:8]([N:5]2[CH2:6][CH2:7][CH:2]([OH:1])[CH2:3][CH2:4]2)=[CH:9][CH:10]=1. (3) The product is: [OH:1][C:2]1[C:9]([N+:17]([O-:18])=[O:16])=[CH:8][C:5]([C:6]#[N:7])=[CH:4][C:3]=1[CH3:10]. Given the reactants [OH:1][C:2]1[CH:9]=[CH:8][C:5]([C:6]#[N:7])=[CH:4][C:3]=1[CH3:10].F[B-](F)(F)F.[O:16]=[N+:17]=[O:18], predict the reaction product. (4) Given the reactants [Cl:1][C:2]1[CH:7]=[CH:6][C:5]([C:8]2[C:16]3[S:15][C:14](N)=[N:13][C:12]=3[CH:11]=[C:10]([CH3:18])[C:9]=2[O:19][CH3:20])=[CH:4][CH:3]=1.[Br:21]C1SC2C=C(OC)C(C)=CC=2N=1, predict the reaction product. The product is: [Br:21][C:14]1[S:15][C:16]2[C:8]([C:5]3[CH:6]=[CH:7][C:2]([Cl:1])=[CH:3][CH:4]=3)=[C:9]([O:19][CH3:20])[C:10]([CH3:18])=[CH:11][C:12]=2[N:13]=1. (5) Given the reactants [Br:1][C:2]1[S:6][C:5]([CH:7]=O)=[CH:4][CH:3]=1.[N+:9]([CH3:12])([O-:11])=[O:10].[OH-].[Na+], predict the reaction product. The product is: [Br:1][C:2]1[S:6][C:5]([CH:7]=[CH:12][N+:9]([O-:11])=[O:10])=[CH:4][CH:3]=1. (6) The product is: [CH:9]1([C:8]2[C:3]([C:1]3[NH:24][N:23]=[N:22][N:2]=3)=[C:4]([NH:12][S:13]([C:16]3[CH:21]=[CH:20][CH:19]=[CH:18][CH:17]=3)(=[O:14])=[O:15])[CH:5]=[CH:6][CH:7]=2)[CH2:10][CH2:11]1. Given the reactants [C:1]([C:3]1[C:8]([CH:9]2[CH2:11][CH2:10]2)=[CH:7][CH:6]=[CH:5][C:4]=1[NH:12][S:13]([C:16]1[CH:21]=[CH:20][CH:19]=[CH:18][CH:17]=1)(=[O:15])=[O:14])#[N:2].[N:22]([Si](C)(C)C)=[N+:23]=[N-:24].C([Sn](=O)CCCC)CCC.Cl, predict the reaction product. (7) Given the reactants [Cl:1][C:2]1[CH:3]=[CH:4][C:5]([O:25]CC2C=CC=CC=2)=[C:6]([CH2:8][N:9]2[N:13]=[C:12]([C:14]([NH:16][C:17]3[C:22]([F:23])=[CH:21][CH:20]=[CH:19][C:18]=3[F:24])=[O:15])[CH:11]=[N:10]2)[CH:7]=1, predict the reaction product. The product is: [Cl:1][C:2]1[CH:3]=[CH:4][C:5]([OH:25])=[C:6]([CH2:8][N:9]2[N:13]=[C:12]([C:14]([NH:16][C:17]3[C:22]([F:23])=[CH:21][CH:20]=[CH:19][C:18]=3[F:24])=[O:15])[CH:11]=[N:10]2)[CH:7]=1. (8) Given the reactants [Cl:1][C:2]1[C:7]([NH:8][S:9]([C:12]2[CH:17]=[CH:16][CH:15]=[CH:14][CH:13]=2)(=[O:11])=[O:10])=[CH:6][C:5]([C:18]2[CH:19]=[C:20]3[C:25](=[CH:26][CH:27]=2)[N:24]=[CH:23][C:22]([N:28]2[CH2:33][CH2:32][NH:31][CH2:30][CH2:29]2)=[N:21]3)=[CH:4][N:3]=1.C(N(CC)CC)C.[CH3:41][S:42](Cl)(=[O:44])=[O:43], predict the reaction product. The product is: [Cl:1][C:2]1[C:7]([NH:8][S:9]([C:12]2[CH:13]=[CH:14][CH:15]=[CH:16][CH:17]=2)(=[O:10])=[O:11])=[CH:6][C:5]([C:18]2[CH:19]=[C:20]3[C:25](=[CH:26][CH:27]=2)[N:24]=[CH:23][C:22]([N:28]2[CH2:29][CH2:30][N:31]([S:42]([CH3:41])(=[O:44])=[O:43])[CH2:32][CH2:33]2)=[N:21]3)=[CH:4][N:3]=1. (9) Given the reactants [CH3:1][O:2][C:3]1[CH:11]=[CH:10][C:6]([C:7]([OH:9])=O)=[CH:5][C:4]=1[S:12]([N:15]1[CH2:20][CH2:19][CH2:18][CH2:17][CH2:16]1)(=[O:14])=[O:13].[CH:21]([C:24]1[CH:30]=[CH:29][C:27]([NH2:28])=[CH:26][CH:25]=1)([CH3:23])[CH3:22], predict the reaction product. The product is: [CH:21]([C:24]1[CH:30]=[CH:29][C:27]([NH:28][C:7](=[O:9])[C:6]2[CH:10]=[CH:11][C:3]([O:2][CH3:1])=[C:4]([S:12]([N:15]3[CH2:20][CH2:19][CH2:18][CH2:17][CH2:16]3)(=[O:14])=[O:13])[CH:5]=2)=[CH:26][CH:25]=1)([CH3:23])[CH3:22].